From a dataset of Forward reaction prediction with 1.9M reactions from USPTO patents (1976-2016). Predict the product of the given reaction. (1) Given the reactants [F:1][C:2]1[CH:7]=[C:6](B2OC(C)(C)C(C)(C)O2)[CH:5]=[CH:4][C:3]=1[C@H:17]([NH:19][C:20]([C:22]1([NH:25][C:26](=[O:31])[C:27]([F:30])([F:29])[F:28])[CH2:24][CH2:23]1)=[O:21])[CH3:18].Br[C:33]1[C:42]2[C:37](=[CH:38][CH:39]=[CH:40][CH:41]=2)[CH:36]=[CH:35][C:34]=1[O:43][CH3:44].C(=O)([O-])[O-].[Cs+].[Cs+], predict the reaction product. The product is: [F:1][C:2]1[CH:7]=[C:6]([C:33]2[C:42]3[C:37](=[CH:38][CH:39]=[CH:40][CH:41]=3)[CH:36]=[CH:35][C:34]=2[O:43][CH3:44])[CH:5]=[CH:4][C:3]=1[C@H:17]([NH:19][C:20]([C:22]1([NH:25][C:26](=[O:31])[C:27]([F:30])([F:28])[F:29])[CH2:23][CH2:24]1)=[O:21])[CH3:18]. (2) Given the reactants [C:1]([O:5][C:6]([N:8]1[C:12]([CH:14]=O)([CH3:13])[CH2:11][O:10][C:9]1([CH3:17])[CH3:16])=[O:7])([CH3:4])([CH3:3])[CH3:2].[NH2:18][C:19]1[CH:24]=[CH:23][CH:22]=[CH:21][CH:20]=1.[BH4-].[Na+], predict the reaction product. The product is: [C:1]([O:5][C:6]([N:8]1[C:12]([CH3:13])([CH2:14][NH:18][C:19]2[CH:24]=[CH:23][CH:22]=[CH:21][CH:20]=2)[CH2:11][O:10][C:9]1([CH3:17])[CH3:16])=[O:7])([CH3:4])([CH3:3])[CH3:2]. (3) The product is: [CH3:1][O:2][C:3]([N:5]([C:19]1[C:28]([C:29]([O:31][CH3:32])=[O:30])=[C:27]2[C:22]([CH:23]3[CH2:33][CH:24]3[CH2:25][O:26]2)=[CH:21][CH:20]=1)[S:6]([C:9]1[CH:14]=[CH:13][C:12]([F:15])=[CH:11][C:10]=1[NH2:16])(=[O:7])=[O:8])=[O:4]. Given the reactants [CH3:1][O:2][C:3]([N:5]([C:19]1[C:28]([C:29]([O:31][CH3:32])=[O:30])=[C:27]2[C:22]([CH:23]3[CH2:33][CH:24]3[CH2:25][O:26]2)=[CH:21][CH:20]=1)[S:6]([C:9]1[CH:14]=[CH:13][C:12]([F:15])=[CH:11][C:10]=1[N+:16]([O-])=O)(=[O:8])=[O:7])=[O:4].C(O)(=O)C, predict the reaction product. (4) Given the reactants [Br:1][C:2]1[N:6]2[C:7](=[O:14])[C:8]([F:13])=[C:9]([CH2:11]Cl)[N:10]=[C:5]2[S:4][C:3]=1[CH3:15].P([O-])([O-])([O-])=O.[K+].[K+].[K+].[C:24]([C:26]1[CH:27]=[C:28](B(O)O)[CH:29]=[CH:30][CH:31]=1)#[N:25], predict the reaction product. The product is: [Br:1][C:2]1[N:6]2[C:7](=[O:14])[C:8]([F:13])=[C:9]([CH2:11][C:30]3[CH:31]=[C:26]([CH:27]=[CH:28][CH:29]=3)[C:24]#[N:25])[N:10]=[C:5]2[S:4][C:3]=1[CH3:15].